Dataset: Full USPTO retrosynthesis dataset with 1.9M reactions from patents (1976-2016). Task: Predict the reactants needed to synthesize the given product. (1) Given the product [ClH:19].[ClH:1].[CH2:37]1[O:39][C:17]2[CH:16]=[CH:15][C:6]([CH2:7][N:8]3[CH2:9][CH2:10][N:11]([CH:20]([C:21]([C:23]4[CH:32]=[CH:31][C:30]5[C:25](=[CH:26][CH:27]=[C:28]([O:34][CH3:35])[C:29]=5[Cl:33])[CH:24]=4)=[O:22])[CH3:36])[CH2:12][CH2:13]3)=[CH:5][C:4]=2[O:38]1, predict the reactants needed to synthesize it. The reactants are: [ClH:1].Cl.C1[C:17]2[CH:16]=[CH:15][CH:6]([C:7](=O)[N:8]3[CH2:13][CH2:12][NH:11][CH2:10][CH2:9]3)[C:5](=O)[C:4]1=2.[Cl:19][CH:20]([CH3:36])[C:21]([C:23]1[CH:32]=[CH:31][C:30]2[C:25](=[CH:26][CH:27]=[C:28]([O:34][CH3:35])[C:29]=2[Cl:33])[CH:24]=1)=[O:22].[C:37]([O-])([O-:39])=[O:38].[K+].[K+]. (2) Given the product [CH3:1][C:2]1[CH:25]=[CH:24][C:23]([CH3:26])=[CH:22][C:3]=1[O:4][C:5]1[CH:14]=[C:13]2[C:8]([CH:9]=[C:10]([C:19]([O-:21])=[O:20])[CH:11]([C:15]([F:17])([F:18])[F:16])[O:12]2)=[CH:7][CH:6]=1.[Na+:28], predict the reactants needed to synthesize it. The reactants are: [CH3:1][C:2]1[CH:25]=[CH:24][C:23]([CH3:26])=[CH:22][C:3]=1[O:4][C:5]1[CH:14]=[C:13]2[C:8]([CH:9]=[C:10]([C:19]([OH:21])=[O:20])[CH:11]([C:15]([F:18])([F:17])[F:16])[O:12]2)=[CH:7][CH:6]=1.[OH-].[Na+:28]. (3) The reactants are: [CH2:1]([OH:4])[CH2:2][CH3:3].CC([O-])(C)C.[K+].F[C:12]1[CH:17]=[CH:16][C:15]([I:18])=[C:14]([CH3:19])[CH:13]=1. Given the product [I:18][C:15]1[CH:16]=[CH:17][C:12]([O:4][CH2:1][CH2:2][CH3:3])=[CH:13][C:14]=1[CH3:19], predict the reactants needed to synthesize it. (4) Given the product [CH:1]1([CH:4]([C:13]2([OH:12])[CH2:14][CH2:15][N:16]([C:19]3[CH:24]=[CH:23][C:22]([N:25]4[CH2:29][C@H:28]([CH2:30][NH:31][C:32](=[O:34])[CH3:33])[O:27][C:26]4=[O:35])=[CH:21][C:20]=3[F:36])[CH2:17][CH2:18]2)[C:5]#[N:6])[CH2:3][CH2:2]1, predict the reactants needed to synthesize it. The reactants are: [CH:1]1([CH2:4][C:5]#[N:6])[CH2:3][CH2:2]1.[Li]CCCC.[O:12]=[C:13]1[CH2:18][CH2:17][N:16]([C:19]2[CH:24]=[CH:23][C:22]([N:25]3[CH2:29][C@H:28]([CH2:30][NH:31][C:32](=[O:34])[CH3:33])[O:27][C:26]3=[O:35])=[CH:21][C:20]=2[F:36])[CH2:15][CH2:14]1. (5) Given the product [CH3:3][CH:2]([CH2:4][CH2:5][CH2:6][C@H:7]([C@@H:9]1[C@:26]2([CH3:27])[C@H:12]([C@H:13]3[C@H:23]([CH2:24][CH2:25]2)[C@:21]2([CH3:22])[C:16]([CH2:17][C@@H:18]([NH:28][CH2:29][CH2:30][CH2:31][NH:32][C:33](=[O:57])[CH2:34][CH2:35][NH:36][C:37](=[O:56])[CH2:38][CH2:39][CH2:40][CH2:41][CH2:42][NH:43][C:44]4[C:49]5=[N:50][O:51][N:52]=[C:48]5[C:47]([N+:53]([O-:55])=[O:54])=[CH:46][CH:45]=4)[CH2:19][CH2:20]2)=[CH:15][CH2:14]3)[CH2:11][CH2:10]1)[CH3:8])[CH3:1], predict the reactants needed to synthesize it. The reactants are: [CH3:1][CH:2]([CH2:4][CH2:5][CH2:6][C@H:7]([C@@H:9]1[C@:26]2([CH3:27])[C@H:12]([C@H:13]3[C@H:23]([CH2:24][CH2:25]2)[C@:21]2([CH3:22])[C:16]([CH2:17][C@@H:18]([N:28](S(C4C=CC=CC=4[N+]([O-])=O)(=O)=O)[CH2:29][CH2:30][CH2:31][NH:32][C:33](=[O:57])[CH2:34][CH2:35][NH:36][C:37](=[O:56])[CH2:38][CH2:39][CH2:40][CH2:41][CH2:42][NH:43][C:44]4[C:49]5=[N:50][O:51][N:52]=[C:48]5[C:47]([N+:53]([O-:55])=[O:54])=[CH:46][CH:45]=4)[CH2:19][CH2:20]2)=[CH:15][CH2:14]3)[CH2:11][CH2:10]1)[CH3:8])[CH3:3].C([O-])([O-])=O.[K+].[K+].C1(S)C=CC=CC=1. (6) Given the product [CH:7]1([CH:11]2[CH2:9][CH2:9][CH2:8][CH2:7][CH2:11]2)[CH2:11][CH2:7][CH2:8][CH2:9][CH2:8]1, predict the reactants needed to synthesize it. The reactants are: [H-].[Al+3].[Li+].[H-].[H-].[H-].[CH2:7]1[CH2:11]O[CH2:9][CH2:8]1.O.[OH-].[Na+]. (7) Given the product [CH3:15][N:16]1[CH2:17][CH:18]=[C:19]([C:9]2[C:8]3[C:12](=[CH:13][CH:14]=[C:6]([N+:3]([O-:5])=[O:4])[CH:7]=3)[NH:11][CH:10]=2)[CH2:20][CH2:21]1, predict the reactants needed to synthesize it. The reactants are: [OH-].[K+].[N+:3]([C:6]1[CH:7]=[C:8]2[C:12](=[CH:13][CH:14]=1)[NH:11][CH:10]=[CH:9]2)([O-:5])=[O:4].[CH3:15][N:16]1[CH2:21][CH2:20][C:19](=O)[CH2:18][CH2:17]1. (8) Given the product [CH2:1]([O:3][C:4](=[O:16])[CH2:5][CH:6]([C:9]1[CH:10]=[N:11][C:12]([CH3:15])=[N:13][CH:14]=1)[CH2:7][CH2:8][OH:27])[CH3:2], predict the reactants needed to synthesize it. The reactants are: [CH2:1]([O:3][C:4](=[O:16])[CH2:5][CH:6]([C:9]1[CH:10]=[N:11][C:12]([CH3:15])=[N:13][CH:14]=1)[CH:7]=[CH2:8])[CH3:2].B1C2CCCC1CCC2.C([O-])(O)=[O:27].[Na+]. (9) Given the product [C:6]([C:5]1[CH:8]=[CH:9][C:2]([NH:11][C@H:12]2[CH2:17][CH2:16][C@H:15]([NH:18][C:19](=[O:25])[O:20][C:21]([CH3:23])([CH3:22])[CH3:24])[CH2:14][CH2:13]2)=[CH:3][C:4]=1[F:10])#[N:7], predict the reactants needed to synthesize it. The reactants are: Br[C:2]1[CH:9]=[CH:8][C:5]([C:6]#[N:7])=[C:4]([F:10])[CH:3]=1.[NH2:11][C@H:12]1[CH2:17][CH2:16][C@H:15]([NH:18][C:19](=[O:25])[O:20][C:21]([CH3:24])([CH3:23])[CH3:22])[CH2:14][CH2:13]1. (10) Given the product [F:1][C:2]1[CH:7]=[CH:6][CH:5]=[C:4]([F:8])[C:3]=1[N:9]1[C:17]2[CH:16]=[CH:15][N:14]=[C:13]([O:18][CH3:19])[C:12]=2[C:11]([C:20]2[CH:21]=[CH:22][C:23]([N:26]3[CH2:27][CH2:28][N:29]([C:33](=[O:32])[CH2:34][OH:35])[CH2:30][CH2:31]3)=[CH:24][CH:25]=2)=[N:10]1, predict the reactants needed to synthesize it. The reactants are: [F:1][C:2]1[CH:7]=[CH:6][CH:5]=[C:4]([F:8])[C:3]=1[N:9]1[C:17]2[CH:16]=[CH:15][N:14]=[C:13]([O:18][CH3:19])[C:12]=2[C:11]([C:20]2[CH:25]=[CH:24][C:23]([N:26]3[CH2:31][CH2:30][NH:29][CH2:28][CH2:27]3)=[CH:22][CH:21]=2)=[N:10]1.[OH:32][CH2:33][C:34](O)=[O:35].C(N(CC)CC)C.F[P-](F)(F)(F)(F)F.N1(OC(N(C)C)=[N+](C)C)C2N=CC=CC=2N=N1.